This data is from NCI-60 drug combinations with 297,098 pairs across 59 cell lines. The task is: Regression. Given two drug SMILES strings and cell line genomic features, predict the synergy score measuring deviation from expected non-interaction effect. (1) Drug 1: CC1=CC2C(CCC3(C2CCC3(C(=O)C)OC(=O)C)C)C4(C1=CC(=O)CC4)C. Drug 2: C(CN)CNCCSP(=O)(O)O. Cell line: LOX IMVI. Synergy scores: CSS=-0.936, Synergy_ZIP=0.164, Synergy_Bliss=-1.62, Synergy_Loewe=-1.93, Synergy_HSA=-2.04. (2) Drug 1: CC1C(C(CC(O1)OC2CC(CC3=C2C(=C4C(=C3O)C(=O)C5=C(C4=O)C(=CC=C5)OC)O)(C(=O)CO)O)N)O.Cl. Drug 2: CC(C)(C#N)C1=CC(=CC(=C1)CN2C=NC=N2)C(C)(C)C#N. Cell line: UO-31. Synergy scores: CSS=8.31, Synergy_ZIP=-2.47, Synergy_Bliss=0.240, Synergy_Loewe=-1.20, Synergy_HSA=-1.43. (3) Drug 1: C1=C(C(=O)NC(=O)N1)F. Drug 2: CCCCCOC(=O)NC1=NC(=O)N(C=C1F)C2C(C(C(O2)C)O)O. Cell line: OVCAR-5. Synergy scores: CSS=34.5, Synergy_ZIP=-0.508, Synergy_Bliss=-1.48, Synergy_Loewe=-14.5, Synergy_HSA=-0.413.